From a dataset of Forward reaction prediction with 1.9M reactions from USPTO patents (1976-2016). Predict the product of the given reaction. Given the reactants [N:1]([CH:4]1[CH2:10][O:9][CH:8]([C:11]2[N:15]([CH3:16])[N:14]=[CH:13][C:12]=2[N+:17]([O-])=O)[CH2:7][C:6]([F:21])([F:20])[CH2:5]1)=[N+]=[N-].[Cl-].[NH4+].[NH2:24][C:25]1[S:29][C:28]([C:30]2[C:35]([F:36])=[CH:34][CH:33]=[CH:32][C:31]=2[F:37])=[N:27][C:26]=1[C:38](O)=[O:39].CCN(C(C)C)C(C)C.CCCP(=O)=O, predict the reaction product. The product is: [NH2:24][C:25]1[S:29][C:28]([C:30]2[C:35]([F:36])=[CH:34][CH:33]=[CH:32][C:31]=2[F:37])=[N:27][C:26]=1[C:38]([NH:17][C:12]1[CH:13]=[N:14][N:15]([CH3:16])[C:11]=1[CH:8]1[CH2:7][C:6]([F:21])([F:20])[CH2:5][CH:4]([NH2:1])[CH2:10][O:9]1)=[O:39].